Dataset: Full USPTO retrosynthesis dataset with 1.9M reactions from patents (1976-2016). Task: Predict the reactants needed to synthesize the given product. (1) Given the product [C:1]([C:3]1[CH:4]=[CH:5][C:6]([O:7][C:8]2[CH:9]=[C:10]([CH:11]=[CH:15][CH:16]=2)[C:44]([NH:45][CH2:46][C:58]2[C:57]([OH:31])=[N:54][C:55]([CH3:56])=[CH:22][C:23]=2[CH3:24])=[O:51])=[CH:17][CH:18]=1)#[N:2], predict the reactants needed to synthesize it. The reactants are: [C:1]([C:3]1[CH:18]=[CH:17][C:6]([O:7][C:8]2[CH:16]=[CH:15][C:11](C(O)=O)=[CH:10][CH:9]=2)=[CH:5][CH:4]=1)#[N:2].Cl.CN(C)[CH2:22][CH2:23][CH2:24]N=C=NCC.[OH:31]N1C2C=CC=CC=2N=N1.NCC1[C:44]([OH:51])=[N:45][C:46](C)=CC=1C.C([N:54]([CH2:57][CH3:58])[CH2:55][CH3:56])C. (2) Given the product [C:1]([O-:24])(=[O:23])[CH2:2][CH2:3][CH2:4][CH2:5][CH2:6][CH2:7][CH2:8][CH2:9][CH2:10][CH2:11][CH2:12][CH2:13][CH2:14][CH2:15][CH2:16][CH2:17][CH2:18][CH2:19][CH2:20][CH2:21][CH3:22].[Na+:68], predict the reactants needed to synthesize it. The reactants are: [C:1]([OH:24])(=[O:23])[CH2:2][CH2:3][CH2:4][CH2:5][CH2:6][CH2:7][CH2:8][CH2:9][CH2:10][CH2:11][CH2:12][CH2:13][CH2:14][CH2:15][CH2:16][CH2:17][CH2:18][CH2:19][CH2:20][CH2:21][CH3:22].C(O)(=O)CCCCCCCCCCCCCCCCCCC.C(O)(=O)CCCCCCCCCCCCCCCCC.[OH-].[Na+:68]. (3) Given the product [N+:1]([C:4]1[CH:12]=[CH:11][C:7]([C:8]([O:17][CH2:16][CH2:15][CH:14]([CH3:13])[CH:18]=[CH:19][CH3:20])=[O:9])=[CH:6][CH:5]=1)([O-:3])=[O:2], predict the reactants needed to synthesize it. The reactants are: [N+:1]([C:4]1[CH:12]=[CH:11][C:7]([C:8](Cl)=[O:9])=[CH:6][CH:5]=1)([O-:3])=[O:2].[CH3:13][CH:14]([CH:18]=[CH:19][CH3:20])[CH2:15][CH2:16][OH:17]. (4) The reactants are: [NH2:1][CH2:2][CH:3]1[NH:7][C:6](=[O:8])[CH2:5][CH2:4]1.[I:9][C:10]1[CH:11]=[C:12]2[C:17](=[CH:18][CH:19]=1)[C:16](=[O:20])[NH:15][C:14](=[O:21])[C:13]2=[CH:22]OC. Given the product [I:9][C:10]1[CH:11]=[C:12]2[C:17](=[CH:18][CH:19]=1)[C:16](=[O:20])[NH:15][C:14](=[O:21])[C:13]2=[CH:22][NH:1][CH2:2][CH:3]1[CH2:4][CH2:5][C:6](=[O:8])[NH:7]1, predict the reactants needed to synthesize it.